Predict the reaction yield, written as a fraction of the theoretical maximum amount of product (1.0 means a 100% yield; for example, 0.34 means a 34% yield). From a dataset of Reaction yield outcomes from USPTO patents with 853,638 reactions. (1) The reactants are [CH3:1][C:2]1[CH:7]=[CH:6][N:5]=[CH:4][C:3]=1[NH:8][C:9]1[CH:14]=[CH:13][CH:12]=[CH:11][C:10]=1[N+:15]([O-])=O.C(OCC)(=O)C. The catalyst is CO.CCCCCC.[Pd]. The product is [CH3:1][C:2]1[CH:7]=[CH:6][N:5]=[CH:4][C:3]=1[NH:8][C:9]1[C:10]([NH2:15])=[CH:11][CH:12]=[CH:13][CH:14]=1. The yield is 0.989. (2) The reactants are [C:1]1([C:31]2[CH:36]=[CH:35][CH:34]=[CH:33][CH:32]=2)[CH:6]=[CH:5][CH:4]=[CH:3][C:2]=1[C@H:7]([NH:26][C:27](=O)[CH2:28]Cl)[C@@H:8]([NH:21][C:22](=O)[CH2:23]Cl)[C:9]1[CH:14]=[CH:13][CH:12]=[CH:11][C:10]=1[C:15]1[CH:20]=[CH:19][CH:18]=[CH:17][CH:16]=1.B.C1COCC1.CO. The catalyst is C1COCC1. The product is [C:1]1([C:31]2[CH:36]=[CH:35][CH:34]=[CH:33][CH:32]=2)[CH:6]=[CH:5][CH:4]=[CH:3][C:2]=1[C@H:7]1[C@H:8]([C:9]2[CH:14]=[CH:13][CH:12]=[CH:11][C:10]=2[C:15]2[CH:20]=[CH:19][CH:18]=[CH:17][CH:16]=2)[N:21]2[CH2:28][CH2:27][N:26]1[CH2:23][CH2:22]2. The yield is 0.250. (3) The reactants are [CH2:1]([O:3][C:4](=[O:14])[CH2:5][CH2:6][C:7]1[CH:12]=[CH:11][CH:10]=[C:9]([OH:13])[CH:8]=1)[CH3:2].C([O-])([O-])=O.[K+].[K+].[CH2:21]1[O:23][C@H:22]1[CH2:24]OS(C1C=C([N+]([O-])=O)C=CC=1)(=O)=O. The catalyst is CC(C)=O. The product is [CH2:1]([O:3][C:4](=[O:14])[CH2:5][CH2:6][C:7]1[CH:12]=[CH:11][CH:10]=[C:9]([O:13][CH2:24][C@H:22]2[CH2:21][O:23]2)[CH:8]=1)[CH3:2]. The yield is 0.930. (4) The reactants are [Br:1][C:2]1[CH:7]=[CH:6][C:5]([O:8][CH3:9])=[CH:4][C:3]=1[CH3:10].[Br:11]N1C(=O)CCC1=O. The catalyst is C(OOC(=O)C1C=CC=CC=1)(=O)C1C=CC=CC=1.C(Cl)Cl. The product is [Br:1][C:2]1[CH:7]=[CH:6][C:5]([O:8][CH3:9])=[CH:4][C:3]=1[CH2:10][Br:11]. The yield is 0.700. (5) The reactants are [NH2:1][C:2]1[CH:10]=[C:9]([O:11][CH3:12])[C:8]([O:13][CH3:14])=[CH:7][C:3]=1[C:4]([NH2:6])=[O:5].[CH:15]([C:17]1[CH:27]=[C:26]([CH3:28])[C:20]([O:21][CH2:22][C:23]([NH2:25])=[O:24])=[C:19]([CH3:29])[CH:18]=1)=O.S([O-])(O)=O.[Na+].C1(C)C=CC(S(O)(=O)=O)=CC=1. The catalyst is CN(C)C(=O)C.O. The product is [CH3:14][O:13][C:8]1[CH:7]=[C:3]2[C:2](=[CH:10][C:9]=1[O:11][CH3:12])[N:1]=[C:15]([C:17]1[CH:27]=[C:26]([CH3:28])[C:20]([O:21][CH2:22][C:23]([NH2:25])=[O:24])=[C:19]([CH3:29])[CH:18]=1)[NH:6][C:4]2=[O:5]. The yield is 0.760. (6) The reactants are [N:1]1[CH:6]=[CH:5][CH:4]=[CH:3][C:2]=1[CH2:7][O:8][C:9]1[CH:10]=[C:11]2[C:16](=[CH:17][CH:18]=1)[CH:15]=[C:14]([C:19]1[C:27]3[C:22](=[CH:23][CH:24]=[C:25]([C:28]#[N:29])[CH:26]=3)[N:21](C3CCCCO3)[N:20]=1)[CH:13]=[CH:12]2.[CH2:36]([OH:38])[CH3:37]. No catalyst specified. The product is [CH2:36]([O:38][C:28]([C:25]1[CH:26]=[C:27]2[C:22](=[CH:23][CH:24]=1)[NH:21][N:20]=[C:19]2[C:14]1[CH:13]=[CH:12][C:11]2[C:16](=[CH:17][CH:18]=[C:9]([O:8][CH2:7][C:2]3[CH:3]=[CH:4][CH:5]=[CH:6][N:1]=3)[CH:10]=2)[CH:15]=1)=[NH:29])[CH3:37]. The yield is 0.580. (7) The reactants are [C:1]([C:5]1[N:13]=[C:12]2[C:8]([N:9]=[CH:10][NH:11]2)=[C:7]([N:14]2[CH2:18][CH2:17][C@H:16]([OH:19])[CH2:15]2)[N:6]=1)([CH3:4])([CH3:3])[CH3:2].Cl[CH2:21][C:22]1[N:26]([CH2:27][CH:28]2[CH2:30][CH2:29]2)[N:25]=[N:24][N:23]=1. No catalyst specified. The product is [C:1]([C:5]1[N:13]=[C:12]2[C:8]([N:9]=[CH:10][N:11]2[CH2:21][C:22]2[N:26]([CH2:27][CH:28]3[CH2:30][CH2:29]3)[N:25]=[N:24][N:23]=2)=[C:7]([N:14]2[CH2:18][CH2:17][C@H:16]([OH:19])[CH2:15]2)[N:6]=1)([CH3:4])([CH3:2])[CH3:3]. The yield is 0.740.